Dataset: Reaction yield outcomes from USPTO patents with 853,638 reactions. Task: Predict the reaction yield, written as a fraction of the theoretical maximum amount of product (1.0 means a 100% yield; for example, 0.34 means a 34% yield). (1) The catalyst is C1COCC1.C(Cl)Cl. The reactants are [N:1]1[O:2][N:3]=[C:4]2[CH:9]=[C:8](C(O)=O)[CH:7]=[CH:6][C:5]=12.C([N:15](CC)CC)C.C1C=CC(P(N=[N+]=[N-])(C2C=CC=CC=2)=O)=CC=1.C([O-])([O-])=O.[Na+].[Na+]. The yield is 0.410. The product is [NH2:15][C:8]1[CH:7]=[CH:6][C:5]2=[N:1][O:2][N:3]=[C:4]2[CH:9]=1. (2) The reactants are CO[CH:3](OC)[CH2:4][NH:5][C:6](=[O:16])[CH2:7][C:8]1[CH:13]=[CH:12][CH:11]=[C:10]([O:14][CH3:15])[CH:9]=1.Cl. The catalyst is C(O)(=O)C. The product is [CH3:15][O:14][C:10]1[CH:11]=[CH:12][C:13]2[CH:3]=[CH:4][NH:5][C:6](=[O:16])[CH2:7][C:8]=2[CH:9]=1. The yield is 0.510. (3) The yield is 0.630. The catalyst is CN(C=O)C. The reactants are [CH3:1][C:2]1[CH:3]=[C:4]2[C:9](=[CH:10][C:11]=1[N+:12]([O-:14])=[O:13])[N:8]=[CH:7][CH:6]=[CH:5]2.C([O:19]C(N(C)C)N(C)C)(C)(C)C. The product is [N+:12]([C:11]1[CH:10]=[C:9]2[C:4]([CH:5]=[CH:6][CH:7]=[N:8]2)=[CH:3][C:2]=1[CH:1]=[O:19])([O-:14])=[O:13]. (4) The reactants are C1(COC([NH:11][CH2:12][C:13]2[N:17]([CH:18]3[CH2:23][CH2:22][N:21]([C:24]([O:26][C:27]([CH3:30])([CH3:29])[CH3:28])=[O:25])[CH2:20][CH2:19]3)[C:16]3[CH:31]=[CH:32][CH:33]=[CH:34][C:15]=3[N:14]=2)=O)C=CC=CC=1. The catalyst is CO.[Pd]. The product is [NH2:11][CH2:12][C:13]1[N:17]([CH:18]2[CH2:23][CH2:22][N:21]([C:24]([O:26][C:27]([CH3:30])([CH3:28])[CH3:29])=[O:25])[CH2:20][CH2:19]2)[C:16]2[CH:31]=[CH:32][CH:33]=[CH:34][C:15]=2[N:14]=1. The yield is 0.920. (5) The reactants are O=[C:2]([CH2:14][CH2:15][CH:16]=[CH2:17])[CH2:3][CH2:4][CH2:5][NH:6][C:7](=[O:13])[O:8][C:9]([CH3:12])([CH3:11])[CH3:10].[C:18]([O-:21])(=O)[CH3:19].[CH3:22][NH3+:23].[C:24]([N+:28]#[C-])([CH3:27])([CH3:26])[CH3:25].Cl.FC(F)(F)[CH2:33][OH:34]. The catalyst is C(OCC)(=O)C. The product is [C:24]([NH:28][C:33]([C:2]([N:23]([CH3:22])[C:18](=[O:21])[CH3:19])([CH2:14][CH2:15][CH:16]=[CH2:17])[CH2:3][CH2:4][CH2:5][NH:6][C:7](=[O:13])[O:8][C:9]([CH3:12])([CH3:11])[CH3:10])=[O:34])([CH3:25])([CH3:26])[CH3:27]. The yield is 0.260. (6) The yield is 0.600. The catalyst is C1C=CC=CC=1. The reactants are [NH2:1][C:2]1[CH:10]=[CH:9][CH:8]=[C:7]([F:11])[C:3]=1[C:4]([OH:6])=O.O=S(Cl)Cl.[Cl:16][C:17]1[CH:23]=[CH:22][CH:21]=[CH:20][C:18]=1[NH2:19].C(Cl)(Cl)Cl. The product is [NH2:1][C:2]1[CH:10]=[CH:9][CH:8]=[C:7]([F:11])[C:3]=1[C:4]([NH:19][C:18]1[CH:20]=[CH:21][CH:22]=[CH:23][C:17]=1[Cl:16])=[O:6]. (7) The reactants are C([BH3-])#N.[Na+].[NH2:5][C@H:6]1[CH2:15][CH2:14][C:13]2[C:12]([S:16]([NH:19][C:20]3[CH:25]=[C:24]([Cl:26])[CH:23]=[C:22]([Cl:27])[CH:21]=3)(=[O:18])=[O:17])=[CH:11][CH:10]=[C:9]([O:28][CH3:29])[C:8]=2[CH2:7]1.[CH3:30][C:31]([CH3:33])=O.[CH:34](N)(C)C.C=O. The catalyst is CO.C(O)(=O)C. The product is [Cl:27][C:22]1[CH:21]=[C:20]([NH:19][S:16]([C:12]2[C:13]3[CH2:14][CH2:15][C@H:6]([N:5]([CH:31]([CH3:33])[CH3:30])[CH3:34])[CH2:7][C:8]=3[C:9]([O:28][CH3:29])=[CH:10][CH:11]=2)(=[O:17])=[O:18])[CH:25]=[C:24]([Cl:26])[CH:23]=1. The yield is 0.830. (8) The reactants are [C:1]([NH:4][C:5]1[S:6][CH:7]=[C:8]([CH2:10][CH2:11][C:12]2[CH:17]=[CH:16][C:15]([CH2:18][C:19]([OH:21])=O)=[CH:14][CH:13]=2)[N:9]=1)(=[O:3])[CH3:2].C(N1C=CN=C1)(N1C=CN=C1)=O.O.[NH2:35][NH2:36].O. The catalyst is CN(C)C=O. The product is [NH:35]([C:19]([CH2:18][C:15]1[CH:16]=[CH:17][C:12]([CH2:11][CH2:10][C:8]2[N:9]=[C:5]([NH:4][C:1](=[O:3])[CH3:2])[S:6][CH:7]=2)=[CH:13][CH:14]=1)=[O:21])[NH2:36]. The yield is 0.563. (9) The reactants are [CH3:1][N:2]1[CH2:7][CH2:6][N:5]([C:8]2[CH:13]=[CH:12][C:11]([C:14]3[CH:19]=[C:18]([O:20][C:21]4[C:22]([CH3:30])=[N:23][C:24]([N+:27]([O-])=O)=[CH:25][CH:26]=4)[CH:17]=[CH:16][N:15]=3)=[CH:10][CH:9]=2)[CH2:4][CH2:3]1. The catalyst is CO.[Pd]. The product is [CH3:30][C:22]1[N:23]=[C:24]([NH2:27])[CH:25]=[CH:26][C:21]=1[O:20][C:18]1[CH:17]=[CH:16][N:15]=[C:14]([C:11]2[CH:10]=[CH:9][C:8]([N:5]3[CH2:4][CH2:3][N:2]([CH3:1])[CH2:7][CH2:6]3)=[CH:13][CH:12]=2)[CH:19]=1. The yield is 0.800. (10) The reactants are Cl[C:2]1[CH:12]=[C:6]2[N:7]([CH3:11])[CH2:8][CH2:9][CH2:10][N:5]2[C:4](=[O:13])[N:3]=1.[C:14]1([CH3:22])[CH:19]=[CH:18][CH:17]=[CH:16][C:15]=1[CH2:20][SH:21].CC(C)([O-])C.[K+]. The catalyst is O1CCCC1. The product is [CH3:11][N:7]1[CH2:8][CH2:9][CH2:10][N:5]2[C:4](=[O:13])[N:3]=[C:2]([S:21][CH2:20][C:15]3[CH:16]=[CH:17][CH:18]=[CH:19][C:14]=3[CH3:22])[CH:12]=[C:6]12. The yield is 0.157.